Regression. Given two drug SMILES strings and cell line genomic features, predict the synergy score measuring deviation from expected non-interaction effect. From a dataset of NCI-60 drug combinations with 297,098 pairs across 59 cell lines. (1) Drug 1: CCN(CC)CCNC(=O)C1=C(NC(=C1C)C=C2C3=C(C=CC(=C3)F)NC2=O)C. Drug 2: CC1C(C(CC(O1)OC2CC(CC3=C2C(=C4C(=C3O)C(=O)C5=CC=CC=C5C4=O)O)(C(=O)C)O)N)O. Cell line: MCF7. Synergy scores: CSS=38.3, Synergy_ZIP=3.88, Synergy_Bliss=5.07, Synergy_Loewe=-19.0, Synergy_HSA=4.30. (2) Drug 1: C1CN1P(=S)(N2CC2)N3CC3. Drug 2: C1C(C(OC1N2C=NC3=C(N=C(N=C32)Cl)N)CO)O. Cell line: BT-549. Synergy scores: CSS=30.6, Synergy_ZIP=-3.75, Synergy_Bliss=-4.42, Synergy_Loewe=-6.60, Synergy_HSA=-0.467.